Dataset: Catalyst prediction with 721,799 reactions and 888 catalyst types from USPTO. Task: Predict which catalyst facilitates the given reaction. Reactant: [NH2:1][C:2]([C:4]1[S:8][C:7]([C:9]2[CH:10]=[C:11]3[C:16](=[CH:17][CH:18]=2)[C:15](=[O:19])[N:14]([CH2:20][CH:21]([CH3:23])[CH3:22])[C:13]([CH2:24][NH:25]C(=O)OC(C)(C)C)=[C:12]3[C:33]2[CH:38]=[CH:37][CH:36]=[CH:35][CH:34]=2)=[N:6][C:5]=1[CH3:39])=[O:3].[ClH:40]. Product: [ClH:40].[NH2:25][CH2:24][C:13]1[N:14]([CH2:20][CH:21]([CH3:23])[CH3:22])[C:15](=[O:19])[C:16]2[C:11]([C:12]=1[C:33]1[CH:34]=[CH:35][CH:36]=[CH:37][CH:38]=1)=[CH:10][C:9]([C:7]1[S:8][C:4]([C:2]([NH2:1])=[O:3])=[C:5]([CH3:39])[N:6]=1)=[CH:18][CH:17]=2. The catalyst class is: 13.